From a dataset of Catalyst prediction with 721,799 reactions and 888 catalyst types from USPTO. Predict which catalyst facilitates the given reaction. Reactant: [Br:1][CH2:2][CH2:3][CH2:4][CH2:5][CH2:6][CH2:7][OH:8].[C:9]1([P:15]([C:22]2[CH:27]=[CH:26][CH:25]=[CH:24][CH:23]=2)[C:16]2[CH:21]=[CH:20][CH:19]=[CH:18][CH:17]=2)[CH:14]=[CH:13][CH:12]=[CH:11][CH:10]=1.C(#N)C. Product: [Br-:1].[OH:8][CH2:7][CH2:6][CH2:5][CH2:4][CH2:3][CH2:2][P+:15]([C:16]1[CH:17]=[CH:18][CH:19]=[CH:20][CH:21]=1)([C:22]1[CH:27]=[CH:26][CH:25]=[CH:24][CH:23]=1)[C:9]1[CH:10]=[CH:11][CH:12]=[CH:13][CH:14]=1. The catalyst class is: 27.